The task is: Predict the reactants needed to synthesize the given product.. This data is from Full USPTO retrosynthesis dataset with 1.9M reactions from patents (1976-2016). (1) Given the product [NH2:9][C:8]([NH2:10])=[N:7][C:26]([C:18]1[CH:17]=[CH:16][C:15]2[C:14]3[C:22](=[CH:23][CH:24]=[C:12]([CH3:11])[CH:13]=3)[C:21](=[O:25])[C:20]=2[CH:19]=1)=[O:27], predict the reactants needed to synthesize it. The reactants are: C[O-].[Na+].CO.Cl.[NH2:7][C:8]([NH2:10])=[NH:9].[CH3:11][C:12]1[CH:13]=[C:14]2[C:22](=[CH:23][CH:24]=1)[C:21](=[O:25])[C:20]1[CH:19]=[C:18]([C:26](OCC)=[O:27])[CH:17]=[CH:16][C:15]2=1. (2) Given the product [NH2:28][C:2]1[CH:7]=[C:6]([O:8][C:9]2[C:14]([F:15])=[CH:13][C:12]([NH:16][C:17](=[O:26])[O:18][CH2:19][C:20]3[CH:25]=[CH:24][CH:23]=[CH:22][CH:21]=3)=[C:11]([F:27])[CH:10]=2)[N:5]=[CH:4][N:3]=1, predict the reactants needed to synthesize it. The reactants are: Cl[C:2]1[CH:7]=[C:6]([O:8][C:9]2[C:14]([F:15])=[CH:13][C:12]([NH:16][C:17](=[O:26])[O:18][CH2:19][C:20]3[CH:25]=[CH:24][CH:23]=[CH:22][CH:21]=3)=[C:11]([F:27])[CH:10]=2)[N:5]=[CH:4][N:3]=1.[NH3:28].C(O)(C)C. (3) Given the product [CH3:28][O:27][C:24]1[CH:25]=[C:26]2[C:21](=[CH:22][CH:23]=1)[N:20]=[CH:19][N:18]=[C:17]2[O:16][CH2:15][CH:12]1[CH2:13][CH2:14][CH:9]([NH2:8])[CH2:10][CH2:11]1, predict the reactants needed to synthesize it. The reactants are: C([NH:8][CH:9]1[CH2:14][CH2:13][CH:12]([CH2:15][O:16][C:17]2[C:26]3[C:21](=[CH:22][CH:23]=[C:24]([O:27][CH3:28])[CH:25]=3)[N:20]=[CH:19][N:18]=2)[CH2:11][CH2:10]1)C1C=CC=CC=1. (4) Given the product [CH3:28][N:27]1[C:23]([C:2]2[S:6][C:5]([C:7]([OH:9])=[O:8])=[CH:4][CH:3]=2)=[CH:24][CH:25]=[N:26]1, predict the reactants needed to synthesize it. The reactants are: Br[C:2]1[S:6][C:5]([C:7]([OH:9])=[O:8])=[CH:4][CH:3]=1.C([O-])([O-])=O.[K+].[K+].CC1(C)COB([C:23]2[N:27]([CH3:28])[N:26]=[CH:25][CH:24]=2)OC1. (5) Given the product [S:31]1[C:27]2[CH:26]=[CH:25][CH:24]=[C:23]([O:22][C:19]3[CH:20]=[CH:21][C:16]([NH:15][C:13]4[C:14]5[N:6]([CH2:5][CH2:4][NH:3][C:35](=[O:36])[C:34]([CH3:38])([S:39]([CH3:42])(=[O:41])=[O:40])[CH3:33])[CH:7]=[CH:8][C:9]=5[N:10]=[CH:11][N:12]=4)=[CH:17][C:18]=3[Cl:32])[C:28]=2[CH:29]=[N:30]1, predict the reactants needed to synthesize it. The reactants are: Cl.Cl.[NH2:3][CH2:4][CH2:5][N:6]1[C:14]2[C:13]([NH:15][C:16]3[CH:21]=[CH:20][C:19]([O:22][C:23]4[C:28]5[CH:29]=[N:30][S:31][C:27]=5[CH:26]=[CH:25][CH:24]=4)=[C:18]([Cl:32])[CH:17]=3)=[N:12][CH:11]=[N:10][C:9]=2[CH:8]=[CH:7]1.[CH3:33][C:34]([S:39]([CH3:42])(=[O:41])=[O:40])([CH3:38])[C:35](O)=[O:36].ON1C2C=CC=CC=2N=N1.Cl.C(N=C=NCCCN(C)C)C. (6) Given the product [CH2:17]([O:9][C:8](=[O:14])[CH:7]([O:11][CH:10]([CH3:13])[CH3:12])[CH2:6][C:5]1[CH:15]=[CH:16][C:2]([OH:1])=[CH:3][CH:4]=1)[CH3:18], predict the reactants needed to synthesize it. The reactants are: [OH:1][C:2]1[CH:16]=[CH:15][C:5]([CH2:6][CH:7]2[O:11][C:10]([CH3:13])([CH3:12])[O:9][C:8]2=[O:14])=[CH:4][CH:3]=1.[CH2:17]([SiH](CC)CC)[CH3:18].OS(O)(=O)=O. (7) Given the product [CH3:10][C:4]1[CH:3]=[C:2]([OH:12])[CH:7]=[N:6][C:5]=1[S:8][CH3:9], predict the reactants needed to synthesize it. The reactants are: N[C:2]1[CH:3]=[C:4]([CH3:10])[C:5]([S:8][CH3:9])=[N:6][CH:7]=1.S(=O)(=O)(O)[OH:12].N([O-])=O.[Na+].[OH-].[Na+]. (8) Given the product [O:10]=[C:8]1[N:7]([C@H:11]([C:13]2[CH:18]=[CH:17][C:16]([C:19]3[CH:20]=[N:21][CH:22]=[CH:23][CH:24]=3)=[CH:15][CH:14]=2)[CH3:12])[CH2:6][CH2:5][C@:4]([CH2:3][CH2:2][NH:1][S:32]([CH3:31])(=[O:34])=[O:33])([C:25]2[CH:30]=[CH:29][CH:28]=[CH:27][CH:26]=2)[O:9]1, predict the reactants needed to synthesize it. The reactants are: [NH2:1][CH2:2][CH2:3][C@@:4]1([C:25]2[CH:30]=[CH:29][CH:28]=[CH:27][CH:26]=2)[O:9][C:8](=[O:10])[N:7]([C@H:11]([C:13]2[CH:18]=[CH:17][C:16]([C:19]3[CH:20]=[N:21][CH:22]=[CH:23][CH:24]=3)=[CH:15][CH:14]=2)[CH3:12])[CH2:6][CH2:5]1.[CH3:31][S:32](Cl)(=[O:34])=[O:33]. (9) Given the product [Si:16]([O:8][CH2:7][C@@H:2]([OH:1])[C:3]([O:5][CH3:6])=[O:4])([C:19]([CH3:22])([CH3:21])[CH3:20])([CH3:18])[CH3:17], predict the reactants needed to synthesize it. The reactants are: [OH:1][C@H:2]([CH2:7][OH:8])[C:3]([O:5][CH3:6])=[O:4].C(N(CC)CC)C.[Si:16](Cl)([C:19]([CH3:22])([CH3:21])[CH3:20])([CH3:18])[CH3:17].[Cl-].[NH4+].